From a dataset of Forward reaction prediction with 1.9M reactions from USPTO patents (1976-2016). Predict the product of the given reaction. (1) Given the reactants [Br:1][C:2]1[C:7]([O:8][CH3:9])=[CH:6][C:5]([CH:10]([OH:13])[CH2:11][CH3:12])=[CH:4][C:3]=1[O:14][CH3:15], predict the reaction product. The product is: [Br:1][C:2]1[C:7]([O:8][CH3:9])=[CH:6][C:5]([C:10](=[O:13])[CH2:11][CH3:12])=[CH:4][C:3]=1[O:14][CH3:15]. (2) Given the reactants [C:1]([O:5][C:6]([N:8]1[CH2:12][CH:11]([F:13])[CH2:10][CH:9]1[C:14]([O:16]C)=[O:15])=[O:7])([CH3:4])([CH3:3])[CH3:2].[OH-].[Na+], predict the reaction product. The product is: [C:1]([O:5][C:6]([N:8]1[CH2:12][CH:11]([F:13])[CH2:10][CH:9]1[C:14]([OH:16])=[O:15])=[O:7])([CH3:4])([CH3:2])[CH3:3]. (3) Given the reactants [CH:1]1([CH2:4][O:5][C:6]2[CH:7]=[CH:8][C:9]3[N:10]([N:12]=[C:13]([C:15]4[CH:32]=[CH:31][C:18]([O:19][CH2:20][C@@H:21]([NH:23][C:24](=O)[O:25]C(C)(C)C)[CH3:22])=[CH:17][C:16]=4[F:33])[CH:14]=3)[CH:11]=2)[CH2:3][CH2:2]1.Cl.[C:35](OCC)(=O)C, predict the reaction product. The product is: [CH:1]1([CH2:4][O:5][C:6]2[CH:7]=[CH:8][C:9]3[N:10]([N:12]=[C:13]([C:15]4[CH:32]=[CH:31][C:18]([O:19][CH2:20][C@@H:21]([NH:23][C:24](=[O:25])[CH3:35])[CH3:22])=[CH:17][C:16]=4[F:33])[CH:14]=3)[CH:11]=2)[CH2:2][CH2:3]1. (4) Given the reactants [C:1]([O:4][C:5]([CH3:8])([CH3:7])[CH3:6])(=[O:3])[CH3:2].[Li+].CC([N-]C(C)C)C.[CH3:17][O:18][C:19]1[C:20]2[N:21]([N:26]=[C:27]([C:29](OCC)=[O:30])[CH:28]=2)[CH:22]=[C:23]([CH3:25])[N:24]=1, predict the reaction product. The product is: [CH3:17][O:18][C:19]1[C:20]2[N:21]([N:26]=[C:27]([C:29](=[O:30])[CH2:2][C:1]([O:4][C:5]([CH3:8])([CH3:7])[CH3:6])=[O:3])[CH:28]=2)[CH:22]=[C:23]([CH3:25])[N:24]=1. (5) Given the reactants [CH2:1]([C:3]1[CH:12]=[C:11]([C:13]([F:16])([F:15])[F:14])[C:10]2[C:9](=[O:17])[NH:8][C@@H:7]3[CH2:18][N:19](C(OC(C)(C)C)=O)[CH2:20][C@H:6]3[C:5]=2[CH:4]=1)[CH3:2].[ClH:28], predict the reaction product. The product is: [ClH:28].[CH2:1]([C:3]1[CH:12]=[C:11]([C:13]([F:14])([F:15])[F:16])[C:10]2[C:9](=[O:17])[NH:8][C@@H:7]3[CH2:18][NH:19][CH2:20][C@H:6]3[C:5]=2[CH:4]=1)[CH3:2]. (6) Given the reactants N1C2C(=CC=CC=2)CC(C(OC)=O)C1.BrCCCOC.C(=O)([O-])O.[Na+].C[O:27][C:28]([CH:30]1[CH2:39][C:38]2[C:33](=[CH:34][CH:35]=[CH:36][CH:37]=2)[N:32]([CH2:40][CH2:41][CH2:42][O:43][CH3:44])[CH2:31]1)=[O:29].C(OC(C1CC2C(=CC=CC=2)N(CCCOC)C1)=O)C.[OH-].[K+], predict the reaction product. The product is: [CH3:44][O:43][CH2:42][CH2:41][CH2:40][N:32]1[C:33]2[C:38](=[CH:37][CH:36]=[CH:35][CH:34]=2)[CH2:39][CH:30]([C:28]([OH:29])=[O:27])[CH2:31]1.